Dataset: Peptide-MHC class I binding affinity with 185,985 pairs from IEDB/IMGT. Task: Regression. Given a peptide amino acid sequence and an MHC pseudo amino acid sequence, predict their binding affinity value. This is MHC class I binding data. (1) The peptide sequence is QVFGTAYGV. The MHC is HLA-A02:06 with pseudo-sequence HLA-A02:06. The binding affinity (normalized) is 0.817. (2) The peptide sequence is FFSYLMKDK. The MHC is HLA-A03:01 with pseudo-sequence HLA-A03:01. The binding affinity (normalized) is 0.411.